From a dataset of Reaction yield outcomes from USPTO patents with 853,638 reactions. Predict the reaction yield, written as a fraction of the theoretical maximum amount of product (1.0 means a 100% yield; for example, 0.34 means a 34% yield). (1) The product is [CH:27]([C:25]1[N:24]([CH:30]2[CH2:31][N:32]([CH:34]3[CH2:14][O:13][CH2:11]3)[CH2:33]2)[N:23]=[C:22]([C:55]2[CH:56]=[C:57]3[C:63]([C:64]([F:65])([F:66])[F:67])=[CH:62][NH:61][C:58]3=[N:59][CH:60]=2)[CH:26]=1)([CH3:28])[CH3:29]. The reactants are IC1N(C2CN([C:11]([O:13][C:14](C)(C)C)=O)C2)N=C(C(C)C)C=1.I[C:22]1[CH:26]=[C:25]([CH:27]([CH3:29])[CH3:28])[N:24]([CH:30]2[CH2:33][N:32]([C:34](OC(C)(C)C)=O)[CH2:31]2)[N:23]=1.C(=O)([O-])[O-].[K+].[K+].CC1(C)C(C)(C)OB([C:55]2[CH:56]=[C:57]3[C:63]([C:64]([F:67])([F:66])[F:65])=[CH:62][NH:61][C:58]3=[N:59][CH:60]=2)O1.Cl.O1CCOCC1.O1CC(=O)C1.[B-](OC(C)=O)(OC(C)=O)OC(C)=O.[Na+]. The yield is 0.0200. The catalyst is O.ClCCl.[Pd](Cl)Cl.C1(P(C2C=CC=CC=2)[C-]2C=CC=C2)C=CC=CC=1.[C-]1(P(C2C=CC=CC=2)C2C=CC=CC=2)C=CC=C1.[Fe+2].C(#N)C. (2) The reactants are [CH3:1][O:2][C:3]([C:5]1[NH:6][CH:7]=[CH:8][CH:9]=1)=[O:4].[Br:10]Br. The catalyst is C(Cl)(Cl)(Cl)Cl.II. The product is [CH3:1][O:2][C:3]([C:5]1[NH:6][C:7]([Br:10])=[CH:8][CH:9]=1)=[O:4]. The yield is 0.270. (3) The reactants are [Cl:1][C:2]1[CH:3]=[CH:4][CH:5]=[C:6]2[C:11]=1[C:10](=[O:12])[N:9]([C:13]1[CH:18]=[CH:17][CH:16]=[CH:15][CH:14]=1)[C:8]([C@@H:19]([NH:21][C:22]1[N:30]=[CH:29][N:28]=[C:27]3[C:23]=1[N:24]=[CH:25][N:26]3C1CCCCO1)[CH3:20])=[CH:7]2. The catalyst is Cl.CCO. The product is [N:30]1[C:22]([NH:21][C@H:19]([C:8]2[N:9]([C:13]3[CH:18]=[CH:17][CH:16]=[CH:15][CH:14]=3)[C:10](=[O:12])[C:11]3[C:6]([CH:7]=2)=[CH:5][CH:4]=[CH:3][C:2]=3[Cl:1])[CH3:20])=[C:23]2[C:27]([NH:26][CH:25]=[N:24]2)=[N:28][CH:29]=1. The yield is 0.900. (4) The reactants are [Cl:1][C:2]1[CH:7]=[C:6]([N+:8]([O-])=O)[C:5]([F:11])=[CH:4][C:3]=1[OH:12].[NH4+].[Cl-]. The catalyst is C1COCC1.CO.[Zn]. The product is [NH2:8][C:6]1[C:5]([F:11])=[CH:4][C:3]([OH:12])=[C:2]([Cl:1])[CH:7]=1. The yield is 1.00. (5) The reactants are [CH3:1][O:2][C:3]1[CH:8]=[CH:7][C:6]([NH:9][C:10]2[CH:15]=[CH:14][N:13]=[CH:12][C:11]=2[N+:16]([O-])=O)=[CH:5][CH:4]=1. The catalyst is C(O)C.[Pd]. The product is [CH3:1][O:2][C:3]1[CH:4]=[CH:5][C:6]([NH:9][C:10]2[CH:15]=[CH:14][N:13]=[CH:12][C:11]=2[NH2:16])=[CH:7][CH:8]=1. The yield is 1.00. (6) The catalyst is C1COCC1. The yield is 0.140. The product is [Br:1][C:2]1[CH:3]=[C:4]([S:8]([NH:17][CH2:16][C:15]([O:14][CH2:12][CH3:13])=[O:18])(=[O:10])=[O:9])[CH:5]=[N:6][CH:7]=1. The reactants are [Br:1][C:2]1[CH:3]=[C:4]([S:8](Cl)(=[O:10])=[O:9])[CH:5]=[N:6][CH:7]=1.[CH2:12]([O:14][C:15](=[O:18])[CH2:16][NH2:17])[CH3:13].C(N(C(C)C)CC)(C)C.